This data is from Full USPTO retrosynthesis dataset with 1.9M reactions from patents (1976-2016). The task is: Predict the reactants needed to synthesize the given product. (1) Given the product [Cl:1][C:2]1[CH:31]=[CH:30][C:5]([CH2:6][O:7][C:8]2[C:9]([O:26][CH2:27][CH2:28][F:29])=[C:10]([CH:11]=[CH:12][CH:13]=2)[CH2:14][C:15]2[C:23]3[C:18](=[N:19][CH:20]=[CH:21][CH:22]=3)[NH:17][CH:16]=2)=[C:4]([F:32])[CH:3]=1, predict the reactants needed to synthesize it. The reactants are: [Cl:1][C:2]1[CH:31]=[CH:30][C:5]([CH2:6][O:7][C:8]2[C:9]([O:26][CH2:27][CH2:28][F:29])=[C:10]([CH:14](OC)[C:15]3[C:23]4[C:18](=[N:19][CH:20]=[CH:21][CH:22]=4)[NH:17][CH:16]=3)[CH:11]=[CH:12][CH:13]=2)=[C:4]([F:32])[CH:3]=1.C([SiH](CC)CC)C.FC(F)(F)C(O)=O. (2) Given the product [F:12][C:6]1[CH:5]=[C:4]2[C:9]([N:10]=[CH:11][C:2]([O:28][CH2:27][CH2:26][C@H:23]3[CH2:22][CH2:21][C@H:20]([NH:19][C:18]([C:38]4[CH:39]=[CH:40][C:34]5[S:33][CH2:32][C:31](=[O:30])[NH:36][C:35]=5[CH:37]=4)=[O:29])[CH2:25][CH2:24]3)=[N:3]2)=[CH:8][CH:7]=1, predict the reactants needed to synthesize it. The reactants are: Cl[C:2]1[CH:11]=[N:10][C:9]2[C:4](=[CH:5][C:6]([F:12])=[CH:7][CH:8]=2)[N:3]=1.C(O[C:18](=[O:29])[NH:19][C@H:20]1[CH2:25][CH2:24][C@H:23]([CH2:26][CH2:27][OH:28])[CH2:22][CH2:21]1)(C)(C)C.[O:30]=[C:31]1[NH:36][C:35]2[CH:37]=[C:38](C(O)=O)[CH:39]=[CH:40][C:34]=2[S:33][CH2:32]1. (3) Given the product [F:1][C:2]1[CH:7]=[CH:6][C:5]([C:8]([F:10])([F:11])[F:9])=[CH:4][C:3]=1[O:12][CH2:24][C:25]#[N:26], predict the reactants needed to synthesize it. The reactants are: [F:1][C:2]1[CH:7]=[CH:6][C:5]([C:8]([F:11])([F:10])[F:9])=[CH:4][C:3]=1[OH:12].CC(C)=O.C(=O)([O-])[O-].[K+].[K+].Br[CH2:24][C:25]#[N:26]. (4) Given the product [F:1][C:2]1[C:8]([F:9])=[C:7]([F:10])[CH:6]=[CH:5][C:3]=1[NH:4][CH:12]([CH3:14])[C:11]([OH:16])=[O:15], predict the reactants needed to synthesize it. The reactants are: [F:1][C:2]1[C:8]([F:9])=[C:7]([F:10])[CH:6]=[CH:5][C:3]=1[NH2:4].[C:11]([OH:16])(=[O:15])[C:12]([CH3:14])=O.[H][H]. (5) Given the product [NH2:23][C:5]1[CH:4]=[CH:3][C:2]([F:1])=[CH:7][C:6]=1[C:8]1[CH:9]=[CH:10][C:11]([CH2:14][NH:15][C:16](=[O:22])[O:17][C:18]([CH3:20])([CH3:19])[CH3:21])=[CH:12][CH:13]=1, predict the reactants needed to synthesize it. The reactants are: [F:1][C:2]1[CH:3]=[CH:4][C:5]([N+:23]([O-])=O)=[C:6]([C:8]2[CH:13]=[CH:12][C:11]([CH2:14][NH:15][C:16](=[O:22])[O:17][C:18]([CH3:21])([CH3:20])[CH3:19])=[CH:10][CH:9]=2)[CH:7]=1. (6) Given the product [Cl:10][C:11]1[N:16]=[CH:15][C:14]([CH2:17][NH:18][C:19]([C:21]2([C:27]#[N:28])[CH2:22][CH2:23][N:24]([C:34]3[C:33]4[CH:29]=[CH:30][NH:31][C:32]=4[N:37]=[CH:36][N:35]=3)[CH2:25][CH2:26]2)=[O:20])=[CH:13][CH:12]=1, predict the reactants needed to synthesize it. The reactants are: C(N(C(C)C)C(C)C)C.[Cl:10][C:11]1[N:16]=[CH:15][C:14]([CH2:17][NH:18][C:19]([C:21]2([C:27]#[N:28])[CH2:26][CH2:25][NH:24][CH2:23][CH2:22]2)=[O:20])=[CH:13][CH:12]=1.[CH:29]1[C:33]2[C:34](Cl)=[N:35][CH:36]=[N:37][C:32]=2[NH:31][CH:30]=1. (7) Given the product [Br:1][C:2]1[CH:7]=[CH:6][CH:5]=[C:4]2[C:3]=1[CH:15]=[C:9]([C:10]([F:13])([F:12])[F:11])[NH:8]2, predict the reactants needed to synthesize it. The reactants are: [Br:1][C:2]1[C:3]([CH2:15]Br)=[C:4]([NH:8][C:9](=O)[C:10]([F:13])([F:12])[F:11])[CH:5]=[CH:6][CH:7]=1.C1(P(C2C=CC=CC=2)C2C=CC=CC=2)C=CC=CC=1.